Dataset: Full USPTO retrosynthesis dataset with 1.9M reactions from patents (1976-2016). Task: Predict the reactants needed to synthesize the given product. (1) The reactants are: Br[C:2]1[CH:6]=[C:5]([C:7]#[C:8][C:9]([CH3:12])([CH3:11])[CH3:10])[S:4][C:3]=1[C:13]([O:15][CH3:16])=[O:14].C(=O)([O-])[O-].[Cs+].[Cs+].[N:23]1([CH2:28][CH:29]([NH2:31])[CH3:30])[CH:27]=[CH:26][CH:25]=[N:24]1.COC1C=CC=C(OC)C=1C1C=CC=CC=1P(C1CCCCC1)C1CCCCC1. Given the product [CH3:10][C:9]([CH3:12])([CH3:11])[C:8]#[C:7][C:5]1[S:4][C:3]([C:13]([O:15][CH3:16])=[O:14])=[C:2]([NH:31][CH:29]([CH3:30])[CH2:28][N:23]2[CH:27]=[CH:26][CH:25]=[N:24]2)[CH:6]=1, predict the reactants needed to synthesize it. (2) Given the product [F:1][C:2]1[CH:30]=[CH:29][CH:28]=[CH:27][C:3]=1[CH2:4][N:5]1[C:9]2=[N:10][CH:11]=[CH:12][CH:13]=[C:8]2[C:7]([C:14]2[N:15]=[C:16]([N:35]3[CH:34]=[C:33]([C:32]([F:39])([F:38])[F:31])[CH:37]=[N:36]3)[C:17]3[C:22]([CH3:24])([CH3:23])[C:21](=[O:25])[NH:20][C:18]=3[N:19]=2)=[N:6]1, predict the reactants needed to synthesize it. The reactants are: [F:1][C:2]1[CH:30]=[CH:29][CH:28]=[CH:27][C:3]=1[CH2:4][N:5]1[C:9]2=[N:10][CH:11]=[CH:12][CH:13]=[C:8]2[C:7]([C:14]2[N:15]=[C:16](I)[C:17]3[C:22]([CH3:24])([CH3:23])[C:21](=[O:25])[NH:20][C:18]=3[N:19]=2)=[N:6]1.[F:31][C:32]([F:39])([F:38])[C:33]1[CH:34]=[N:35][NH:36][CH:37]=1.C(=O)([O-])[O-].[Cs+].[Cs+].OC1C=CC=CC=1C=NO. (3) Given the product [Cl:49][C:45]1[CH:44]=[C:43]([C:40]2[CH:41]=[CH:42][C:37]([C@H:35]3[CH2:34][O:33][C:29]4=[CH:30][C:31]5[CH2:32][C@@H:23]([C:21]([NH:20][C@@H:4]([CH2:5][C:6]6[CH:7]=[CH:8][C:9]([C:12]7[CH:17]=[CH:16][N:15]=[C:14]([CH3:18])[C:13]=7[CH3:19])=[CH:10][CH:11]=6)[C:3]([OH:59])=[O:2])=[O:22])[N:24]([C:50]([C:52]6[N:53]=[C:54]([CH3:58])[O:55][C:56]=6[CH3:57])=[O:51])[CH2:25][C:26]=5[CH:27]=[C:28]4[O:36]3)=[CH:38][CH:39]=2)[CH:48]=[CH:47][CH:46]=1, predict the reactants needed to synthesize it. The reactants are: C[O:2][C:3](=[O:59])[C@@H:4]([NH:20][C:21]([C@@H:23]1[CH2:32][C:31]2[CH:30]=[C:29]3[O:33][CH2:34][C@H:35]([C:37]4[CH:42]=[CH:41][C:40]([C:43]5[CH:48]=[CH:47][CH:46]=[C:45]([Cl:49])[CH:44]=5)=[CH:39][CH:38]=4)[O:36][C:28]3=[CH:27][C:26]=2[CH2:25][N:24]1[C:50]([C:52]1[N:53]=[C:54]([CH3:58])[O:55][C:56]=1[CH3:57])=[O:51])=[O:22])[CH2:5][C:6]1[CH:11]=[CH:10][C:9]([C:12]2[CH:17]=[CH:16][N:15]=[C:14]([CH3:18])[C:13]=2[CH3:19])=[CH:8][CH:7]=1.CO.[Li+].[OH-]. (4) Given the product [ClH:24].[NH:8]1[CH2:13][CH2:12][CH:11]([O:14][C:15]2[CH:20]=[CH:19][C:18]([C:21]([NH2:22])=[O:23])=[CH:17][N:16]=2)[CH2:10][CH2:9]1, predict the reactants needed to synthesize it. The reactants are: C(OC([N:8]1[CH2:13][CH2:12][CH:11]([O:14][C:15]2[CH:20]=[CH:19][C:18]([C:21](=[O:23])[NH2:22])=[CH:17][N:16]=2)[CH2:10][CH2:9]1)=O)(C)(C)C.[ClH:24]. (5) Given the product [CH2:1]([O:8][C:9]1[CH:18]=[C:17]([O:19][CH2:20][C:21]2[CH:26]=[CH:25][CH:24]=[CH:23][CH:22]=2)[CH:16]=[C:15]2[C:10]=1[C:11](=[O:41])[C:12]([OH:44])=[C:13]([C:27]1[CH:28]=[CH:29][C:30]([O:33][CH2:34][C:35]3[CH:36]=[CH:37][CH:38]=[CH:39][CH:40]=3)=[CH:31][CH:32]=1)[O:14]2)[C:2]1[CH:7]=[CH:6][CH:5]=[CH:4][CH:3]=1, predict the reactants needed to synthesize it. The reactants are: [CH2:1]([O:8][C:9]1[CH:18]=[C:17]([O:19][CH2:20][C:21]2[CH:26]=[CH:25][CH:24]=[CH:23][CH:22]=2)[CH:16]=[C:15]2[C:10]=1[C:11](=[O:41])[CH:12]=[C:13]([C:27]1[CH:32]=[CH:31][C:30]([O:33][CH2:34][C:35]3[CH:40]=[CH:39][CH:38]=[CH:37][CH:36]=3)=[CH:29][CH:28]=1)[O:14]2)[C:2]1[CH:7]=[CH:6][CH:5]=[CH:4][CH:3]=1.CC1(C)O[O:44]1. (6) Given the product [Cl:1][C:2]1[CH:3]=[C:4]([CH2:13][N:14]2[CH:18]=[CH:17][C:16]([C:19]([O:21][CH2:22][CH3:23])=[O:20])=[N:15]2)[CH:5]=[CH:6][C:7]=1[C:8]1[N:9]=[C:39]([C:32]2[S:33][C:34]([C:35]([F:37])([F:36])[F:38])=[C:30]([C:24]3[CH:29]=[CH:28][CH:27]=[CH:26][CH:25]=3)[CH:31]=2)[O:12][N:11]=1, predict the reactants needed to synthesize it. The reactants are: [Cl:1][C:2]1[CH:3]=[C:4]([CH2:13][N:14]2[CH:18]=[CH:17][C:16]([C:19]([O:21][CH2:22][CH3:23])=[O:20])=[N:15]2)[CH:5]=[CH:6][C:7]=1/[C:8](/[NH:11][OH:12])=[N:9]/[H].[C:24]1([C:30]2[CH:31]=[C:32]([C:39](O)=O)[S:33][C:34]=2[C:35]([F:38])([F:37])[F:36])[CH:29]=[CH:28][CH:27]=[CH:26][CH:25]=1.C1C=CC2N(O)N=NC=2C=1.CCN=C=NCCCN(C)C.